Dataset: NCI-60 drug combinations with 297,098 pairs across 59 cell lines. Task: Regression. Given two drug SMILES strings and cell line genomic features, predict the synergy score measuring deviation from expected non-interaction effect. (1) Drug 1: C1=CC(=C2C(=C1NCCNCCO)C(=O)C3=C(C=CC(=C3C2=O)O)O)NCCNCCO. Drug 2: C1=CC=C(C=C1)NC(=O)CCCCCCC(=O)NO. Cell line: MCF7. Synergy scores: CSS=41.0, Synergy_ZIP=-0.292, Synergy_Bliss=3.52, Synergy_Loewe=3.24, Synergy_HSA=7.51. (2) Drug 1: C#CCC(CC1=CN=C2C(=N1)C(=NC(=N2)N)N)C3=CC=C(C=C3)C(=O)NC(CCC(=O)O)C(=O)O. Drug 2: C1CN(P(=O)(OC1)NCCCl)CCCl. Cell line: HCT116. Synergy scores: CSS=-2.74, Synergy_ZIP=2.90, Synergy_Bliss=-1.58, Synergy_Loewe=-2.21, Synergy_HSA=-7.73. (3) Cell line: OVCAR-8. Synergy scores: CSS=9.77, Synergy_ZIP=-4.76, Synergy_Bliss=-0.928, Synergy_Loewe=-13.6, Synergy_HSA=-1.93. Drug 2: C(CN)CNCCSP(=O)(O)O. Drug 1: C1=CC(=CC=C1CCCC(=O)O)N(CCCl)CCCl.